Dataset: CYP3A4 inhibition data for predicting drug metabolism from PubChem BioAssay. Task: Regression/Classification. Given a drug SMILES string, predict its absorption, distribution, metabolism, or excretion properties. Task type varies by dataset: regression for continuous measurements (e.g., permeability, clearance, half-life) or binary classification for categorical outcomes (e.g., BBB penetration, CYP inhibition). Dataset: cyp3a4_veith. (1) The compound is Clc1ccccc1/C=N/Nc1nc2c(s1)CCCC2. The result is 0 (non-inhibitor). (2) The drug is O=C1C=C(NCC2CCCO2)C2(CCCCC2)O1. The result is 0 (non-inhibitor). (3) The molecule is Cc1cc(C)nc(NC2=NCCS2)n1. The result is 0 (non-inhibitor). (4) The compound is CC(=O)OC[C@@H]1O[C@@H](O/N=C2/C[C@@H](O)[C@@H](O)[C@@H]3[C@@H]4C(=O)N([C@@H](C)c5ccccc5)C(=O)[C@H]4CC[C@@H]23)[C@H](OC(C)=O)[C@H](OC(C)=O)[C@@H]1OC(C)=O. The result is 0 (non-inhibitor).